This data is from Catalyst prediction with 721,799 reactions and 888 catalyst types from USPTO. The task is: Predict which catalyst facilitates the given reaction. (1) Reactant: [CH3:1][C:2]1[N:6]=[C:5]([C:7]2[CH:15]=[CH:14][CH:13]=[CH:12][C:8]=2[C:9]([OH:11])=O)[O:4][N:3]=1.[NH2:16][C@H:17]1[CH2:21][CH2:20][CH2:19][C@@H:18]1[NH:22]C(=O)OC(C)(C)C.CN(C(ON1N=NC2C=CC=NC1=2)=[N+](C)C)C.F[P-](F)(F)(F)(F)F.C(N(CC)CC)C.[ClH:61].O1CCOCC1. Product: [ClH:61].[NH2:16][C@H:17]1[CH2:21][CH2:20][CH2:19][C@@H:18]1[NH:22][C:9](=[O:11])[C:8]1[CH:12]=[CH:13][CH:14]=[CH:15][C:7]=1[C:5]1[O:4][N:3]=[C:2]([CH3:1])[N:6]=1. The catalyst class is: 121. (2) Reactant: C(N(C(C)C)CC)(C)C.[C:10]([O:14][C:15](=[O:24])[CH2:16][O:17][C@H:18]1[CH2:22][CH2:21][C@H:20]([NH2:23])[CH2:19]1)([CH3:13])([CH3:12])[CH3:11].Cl[C:26]1[C:27]2[C:34]([C:35]3[CH:40]=[CH:39][C:38]([O:41][CH3:42])=[CH:37][CH:36]=3)=[C:33]([C:43]3[CH:48]=[CH:47][CH:46]=[CH:45][CH:44]=3)[O:32][C:28]=2[N:29]=[CH:30][N:31]=1.O. Product: [C:10]([O:14][C:15](=[O:24])[CH2:16][O:17][C@H:18]1[CH2:22][CH2:21][C@@H:20]([NH:23][C:26]2[C:27]3[C:34]([C:35]4[CH:36]=[CH:37][C:38]([O:41][CH3:42])=[CH:39][CH:40]=4)=[C:33]([C:43]4[CH:44]=[CH:45][CH:46]=[CH:47][CH:48]=4)[O:32][C:28]=3[N:29]=[CH:30][N:31]=2)[CH2:19]1)([CH3:13])([CH3:11])[CH3:12]. The catalyst class is: 3. (3) Reactant: [CH3:1][C@H:2]1[C@@H:7]([N:8]([C:10]2[N:18]=[CH:17][N:16]=[C:15]3[C:11]=2[CH:12]=[CH:13][NH:14]3)[CH3:9])[CH2:6][N:5]([C:19]([CH2:21][C:22]#[N:23])=[O:20])[CH2:4][CH2:3]1.Cl.O.O.O.O.O.[C:30]([O-:42])(=[O:41])[CH2:31][C:32]([CH2:37][C:38]([O-:40])=[O:39])([C:34]([O-:36])=[O:35])[OH:33].[Mg+2].[C:30]([O-:42])(=[O:41])[CH2:31][C:32]([CH2:37][C:38]([O-:40])=[O:39])([C:34]([O-:36])=[O:35])[OH:33].[Mg+2].[Mg+2].Cl.O1CCOCC1. Product: [CH3:1][C@H:2]1[C@@H:7]([N:8]([C:10]2[N:18]=[CH:17][N:16]=[C:15]3[C:11]=2[CH:12]=[CH:13][NH:14]3)[CH3:9])[CH2:6][N:5]([C:19]([CH2:21][C:22]#[N:23])=[O:20])[CH2:4][CH2:3]1.[CH2:37]([C:32]([OH:33])([C:34]([OH:36])=[O:35])[CH2:31][C:30]([OH:42])=[O:41])[C:38]([OH:40])=[O:39]. The catalyst class is: 6. (4) Reactant: F[C:2]1[CH:7]=[CH:6][CH:5]=[CH:4][C:3]=1[N+:8]([O-:10])=[O:9].[F:11][C:12]([F:16])([F:15])[CH2:13][NH2:14]. Product: [N+:8]([C:3]1[CH:4]=[CH:5][CH:6]=[CH:7][C:2]=1[NH:14][CH2:13][C:12]([F:16])([F:15])[F:11])([O-:10])=[O:9]. The catalyst class is: 16.